This data is from Catalyst prediction with 721,799 reactions and 888 catalyst types from USPTO. The task is: Predict which catalyst facilitates the given reaction. (1) Reactant: Br[C:2]1[CH:7]=[CH:6][C:5]([C:8]2[N:12]([CH2:13][C@@H:14]3[CH2:18][CH2:17][N:16]([C:19]([CH:21]4[CH2:23][CH2:22]4)=[O:20])[CH2:15]3)[C:11]3[CH:24]=[C:25]([C:28]([O:30][CH3:31])=[O:29])[CH:26]=[CH:27][C:10]=3[N:9]=2)=[CH:4][CH:3]=1. Product: [C:2]1([C:2]2[CH:7]=[CH:6][CH:5]=[CH:4][CH:3]=2)[CH:7]=[CH:6][C:5]([C:8]2[N:12]([CH2:13][C@@H:14]3[CH2:18][CH2:17][N:16]([C:19]([CH:21]4[CH2:23][CH2:22]4)=[O:20])[CH2:15]3)[C:11]3[CH:24]=[C:25]([C:28]([O:30][CH3:31])=[O:29])[CH:26]=[CH:27][C:10]=3[N:9]=2)=[CH:4][CH:3]=1. The catalyst class is: 3. (2) Reactant: C([O:3][C:4](=[O:36])[C:5]([O:8][C:9]1[CH:14]=[CH:13][C:12]([O:15][CH2:16][CH2:17][C:18]2[N:19]=[C:20]([C:24]3[CH:29]=[CH:28][C:27]([C:30]4[CH:35]=[CH:34][CH:33]=[CH:32][CH:31]=4)=[CH:26][CH:25]=3)[S:21][C:22]=2[CH3:23])=[CH:11][CH:10]=1)([CH3:7])[CH3:6])C.[OH-].[Na+]. Product: [C:27]1([C:30]2[CH:35]=[CH:34][CH:33]=[CH:32][CH:31]=2)[CH:26]=[CH:25][C:24]([C:20]2[S:21][C:22]([CH3:23])=[C:18]([CH2:17][CH2:16][O:15][C:12]3[CH:13]=[CH:14][C:9]([O:8][C:5]([CH3:7])([CH3:6])[C:4]([OH:36])=[O:3])=[CH:10][CH:11]=3)[N:19]=2)=[CH:29][CH:28]=1. The catalyst class is: 14. (3) Reactant: [CH3:1][C:2]([C:4]1[CH:9]=[CH:8][CH:7]=[C:6]([O:10][CH3:11])[CH:5]=1)=O.[OH:12]I(C1C=CC=CC=1)OS(C1C=CC([N+]([O-])=O)=CC=1[N+]([O-])=O)(=O)=O.[CH3:36][O:37][C:38]1[CH:45]=[CH:44][C:41]([C:42]#[N:43])=[CH:40][CH:39]=1. Product: [CH3:11][O:10][C:6]1[CH:5]=[C:4]([C:2]2[N:43]=[C:42]([C:41]3[CH:44]=[CH:45][C:38]([O:37][CH3:36])=[CH:39][CH:40]=3)[O:12][CH:1]=2)[CH:9]=[CH:8][CH:7]=1. The catalyst class is: 10. (4) The catalyst class is: 53. Reactant: [CH3:1][C:2]1[N:3]=[CH:4][C:5]([NH:8][C:9](=[O:15])[O:10][C:11]([CH3:14])([CH3:13])[CH3:12])=[N:6][CH:7]=1.C1C(=O)N([Br:23])C(=O)C1.CC(N=NC(C#N)(C)C)(C#N)C. Product: [Br:23][CH2:1][C:2]1[N:3]=[CH:4][C:5]([NH:8][C:9](=[O:15])[O:10][C:11]([CH3:12])([CH3:14])[CH3:13])=[N:6][CH:7]=1. (5) Reactant: [OH:1][C:2]1[N:3]=[C:4]([C:24]([N:26]([CH3:28])[CH3:27])=[O:25])[C:5]2[CH2:6][CH2:7][N:8]([CH2:15][C:16]3[CH:21]=[CH:20][C:19]([O:22][CH3:23])=[CH:18][CH:17]=3)[C:9](=[O:14])[C:10]=2[C:11]=1[O:12][CH3:13].[CH3:29][O-].C[O-].[Mg+2].CO.IC. Product: [CH3:13][O:12][C:11]1[C:2](=[O:1])[N:3]([CH3:29])[C:4]([C:24]([N:26]([CH3:28])[CH3:27])=[O:25])=[C:5]2[C:10]=1[C:9](=[O:14])[N:8]([CH2:15][C:16]1[CH:21]=[CH:20][C:19]([O:22][CH3:23])=[CH:18][CH:17]=1)[CH2:7][CH2:6]2. The catalyst class is: 3. (6) Reactant: [S:1]1[C:5]2[CH:6]=[CH:7][CH:8]=[CH:9][C:4]=2[N:3]=[C:2]1[NH:10][C:11]([N:13]1[C:22]2[C:17](=[CH:18][CH:19]=[C:20]([C:23]3[S:24][C:25]([CH2:33][CH2:34][CH2:35][O:36][C:37]4[CH:42]=[CH:41][CH:40]=[CH:39][CH:38]=4)=[C:26]([C:28]([O:30]CC)=[O:29])[N:27]=3)[CH:21]=2)[CH2:16][CH2:15][CH2:14]1)=[O:12].CO.C1COCC1.[Li+].[OH-]. Product: [S:1]1[C:5]2[CH:6]=[CH:7][CH:8]=[CH:9][C:4]=2[N:3]=[C:2]1[NH:10][C:11]([N:13]1[C:22]2[C:17](=[CH:18][CH:19]=[C:20]([C:23]3[S:24][C:25]([CH2:33][CH2:34][CH2:35][O:36][C:37]4[CH:38]=[CH:39][CH:40]=[CH:41][CH:42]=4)=[C:26]([C:28]([OH:30])=[O:29])[N:27]=3)[CH:21]=2)[CH2:16][CH2:15][CH2:14]1)=[O:12]. The catalyst class is: 6. (7) Reactant: ClCCl.[Cl:4][C:5]1[CH:10]=[CH:9][C:8]([S:11]([CH:14]([C:24]2[CH:29]=[C:28]([F:30])[CH:27]=[CH:26][C:25]=2[F:31])[CH2:15][CH2:16][C:17]([O:19]C(C)(C)C)=[O:18])(=[O:13])=[O:12])=[CH:7][CH:6]=1.FC(F)(F)C(O)=O. Product: [Cl:4][C:5]1[CH:6]=[CH:7][C:8]([S:11]([CH:14]([C:24]2[CH:29]=[C:28]([F:30])[CH:27]=[CH:26][C:25]=2[F:31])[CH2:15][CH2:16][C:17]([OH:19])=[O:18])(=[O:13])=[O:12])=[CH:9][CH:10]=1. The catalyst class is: 13.